Dataset: Catalyst prediction with 721,799 reactions and 888 catalyst types from USPTO. Task: Predict which catalyst facilitates the given reaction. Reactant: C1(S(O[C@H:11]2[CH2:15][C@@H:14]([C:16](=[O:23])[NH:17][C:18]3([C:21]#[N:22])[CH2:20][CH2:19]3)[N:13]([C:24]([C:26]3([C:29]4[CH:34]=[CH:33][C:32]([Cl:35])=[CH:31][CH:30]=4)[CH2:28][CH2:27]3)=[O:25])[CH2:12]2)(=O)=O)C=CC=CC=1.C(=O)([O-])[O-].[K+].[K+].O1CCCC1.[C:47]1([SH:53])[CH:52]=[CH:51][CH:50]=[CH:49][CH:48]=1. Product: [Cl:35][C:32]1[CH:31]=[CH:30][C:29]([C:26]2([C:24]([N:13]3[CH2:12][C@H:11]([S:53][C:47]4[CH:52]=[CH:51][CH:50]=[CH:49][CH:48]=4)[CH2:15][C@H:14]3[C:16]([NH:17][C:18]3([C:21]#[N:22])[CH2:20][CH2:19]3)=[O:23])=[O:25])[CH2:28][CH2:27]2)=[CH:34][CH:33]=1. The catalyst class is: 287.